This data is from Reaction yield outcomes from USPTO patents with 853,638 reactions. The task is: Predict the reaction yield, written as a fraction of the theoretical maximum amount of product (1.0 means a 100% yield; for example, 0.34 means a 34% yield). (1) The reactants are [CH2:1]1[C:10]2[C:5](=[CH:6][CH:7]=[CH:8][CH:9]=2)[CH2:4][CH2:3][N:2]1[CH2:11][C:12]([NH:14][CH2:15][CH2:16][CH:17]([C:24]1[CH:29]=[CH:28][CH:27]=[CH:26][CH:25]=1)[C:18]1[CH:23]=[CH:22][CH:21]=[CH:20][CH:19]=1)=O.[H-].[Al+3].[Li+].[H-].[H-].[H-].CCOCC. The catalyst is O1CCCC1. The product is [CH2:1]1[C:10]2[C:5](=[CH:6][CH:7]=[CH:8][CH:9]=2)[CH2:4][CH2:3][N:2]1[CH2:11][CH2:12][NH:14][CH2:15][CH2:16][CH:17]([C:18]1[CH:19]=[CH:20][CH:21]=[CH:22][CH:23]=1)[C:24]1[CH:25]=[CH:26][CH:27]=[CH:28][CH:29]=1. The yield is 0.0390. (2) The reactants are C[O:2][CH2:3][CH2:4][C:5]1[N:9]=[C:8]([C:10]2[N:11]=[C:12]([N:22]3[CH2:27][CH2:26][N:25]4[C:28]([C:31]([F:34])([F:33])[F:32])=[N:29][N:30]=[C:24]4[CH2:23]3)[C:13]3[CH:18]=[C:17]([CH2:19][CH2:20][CH3:21])[S:16][C:14]=3[N:15]=2)[O:7][N:6]=1.ClCCl.B(Br)(Br)Br. The catalyst is ClCCl. The product is [CH2:19]([C:17]1[S:16][C:14]2[N:15]=[C:10]([C:8]3[O:7][N:6]=[C:5]([CH2:4][CH2:3][OH:2])[N:9]=3)[N:11]=[C:12]([N:22]3[CH2:27][CH2:26][N:25]4[C:28]([C:31]([F:32])([F:33])[F:34])=[N:29][N:30]=[C:24]4[CH2:23]3)[C:13]=2[CH:18]=1)[CH2:20][CH3:21]. The yield is 0.630. (3) The reactants are [N:1]1[C:6]2[NH:7][CH:8]=[CH:9][C:5]=2[CH:4]=[C:3]([C:10]#[C:11][CH2:12][CH2:13][N:14]2[CH:18]=[C:17]([C:19]([O:21][CH3:22])=[O:20])[N:16]=[N:15]2)[N:2]=1. The catalyst is [Pd].CCO. The product is [N:1]1[C:6]2[NH:7][CH:8]=[CH:9][C:5]=2[CH:4]=[C:3]([CH2:10][CH2:11][CH2:12][CH2:13][N:14]2[CH:18]=[C:17]([C:19]([O:21][CH3:22])=[O:20])[N:16]=[N:15]2)[N:2]=1. The yield is 0.880. (4) The reactants are [NH2:1][CH2:2][C@@H:3]1[CH2:8][CH2:7][CH2:6][N:5]([C:9]2[C:18]3[C:13](=[CH:14][C:15]([CH3:19])=[CH:16][CH:17]=3)[N:12]=[C:11]([C:20]3[C:25]([F:26])=[CH:24][CH:23]=[CH:22][C:21]=3[OH:27])[N:10]=2)[CH2:4]1.C(N(C(C)C)CC)(C)C.Cl[C:38]([O:40][CH2:41][CH3:42])=[O:39]. The catalyst is C1COCC1. The product is [CH2:41]([O:40][C:38](=[O:39])[NH:1][CH2:2][C@@H:3]1[CH2:8][CH2:7][CH2:6][N:5]([C:9]2[C:18]3[C:13](=[CH:14][C:15]([CH3:19])=[CH:16][CH:17]=3)[N:12]=[C:11]([C:20]3[C:21]([OH:27])=[CH:22][CH:23]=[CH:24][C:25]=3[F:26])[N:10]=2)[CH2:4]1)[CH3:42]. The yield is 0.380. (5) The product is [Cl:1][C:2]1[CH:7]=[C:6]([O:8][C:9]2[C:10]3[N:17]([CH3:18])[C:16]([C:19]([OH:21])([CH3:20])[CH3:26])=[CH:15][C:11]=3[N:12]=[CH:13][N:14]=2)[CH:5]=[CH:4][C:3]=1[NH:27][C:28]([NH:30][C:31]1[CH:36]=[CH:35][CH:34]=[C:33]([C:37]([F:40])([F:38])[F:39])[CH:32]=1)=[O:29]. The catalyst is C(O)C. The reactants are [Cl:1][C:2]1[CH:7]=[C:6]([O:8][C:9]2[C:10]3[N:17]([CH3:18])[C:16]([C:19]([CH3:26])([O:21][Si](C)(C)C)[CH3:20])=[CH:15][C:11]=3[N:12]=[CH:13][N:14]=2)[CH:5]=[CH:4][C:3]=1[NH:27][C:28]([NH:30][C:31]1[CH:36]=[CH:35][CH:34]=[C:33]([C:37]([F:40])([F:39])[F:38])[CH:32]=1)=[O:29].Cl. The yield is 0.770.